From a dataset of M1 muscarinic receptor agonist screen with 61,833 compounds. Binary Classification. Given a drug SMILES string, predict its activity (active/inactive) in a high-throughput screening assay against a specified biological target. (1) The result is 0 (inactive). The drug is s1c2ncn(n3c(ccc3C)C)c(=O)c2c(c1C)C. (2) The drug is Brc1cc(C2n3[nH]c(nc3=NC(C2)c2cc(OC)ccc2)N)ccc1. The result is 0 (inactive). (3) The compound is Clc1c(CN2CC34OC(C(C3C2=O)C(=O)NCC2Oc3c(OC2)cccc3)C=C4)cccc1. The result is 0 (inactive). (4) The molecule is O(c1cc(CN(CCc2ncccc2)C)cc(OC)c1OC)C. The result is 0 (inactive). (5) The compound is S(CC(=O)N1CCN(CC1)C(OCC)=O)c1oc(nn1)c1sccc1. The result is 0 (inactive). (6) The compound is O1c2cc(CNC(=O)Cn3c(ccc3)C(=O)c3ccccc3)ccc2OC1. The result is 0 (inactive). (7) The compound is O(CCN(CCOC)c1ncnc2n(ncc12)c1ccccc1)C. The result is 0 (inactive). (8) The drug is Clc1ccc(CCNC(=O)C2CN(S(=O)(=O)c3c(onc3C)C)CCC2)cc1. The result is 0 (inactive).